Dataset: Reaction yield outcomes from USPTO patents with 853,638 reactions. Task: Predict the reaction yield, written as a fraction of the theoretical maximum amount of product (1.0 means a 100% yield; for example, 0.34 means a 34% yield). (1) The reactants are [Cl-].O[NH3+:3].[C:4](=[O:7])([O-])[OH:5].[Na+].CS(C)=O.[CH2:13]([C:17]1[N:21]([CH2:22][C:23]2[CH:28]=[CH:27][C:26]([C:29]3[C:30]([C:35]#[N:36])=[CH:31][CH:32]=[CH:33][CH:34]=3)=[CH:25][CH:24]=2)[C:20](=[O:37])[N:19]([C:38]2[CH:39]=[CH:40][C:41]3[O:45][C:44]([CH3:47])([CH3:46])[CH2:43][C:42]=3[CH:48]=2)[N:18]=1)[CH2:14][CH2:15][CH3:16]. The catalyst is C(OCC)(=O)C. The product is [CH2:13]([C:17]1[N:21]([CH2:22][C:23]2[CH:24]=[CH:25][C:26]([C:29]3[CH:34]=[CH:33][CH:32]=[CH:31][C:30]=3[C:35]3[NH:3][C:4](=[O:7])[O:5][N:36]=3)=[CH:27][CH:28]=2)[C:20](=[O:37])[N:19]([C:38]2[CH:39]=[CH:40][C:41]3[O:45][C:44]([CH3:47])([CH3:46])[CH2:43][C:42]=3[CH:48]=2)[N:18]=1)[CH2:14][CH2:15][CH3:16]. The yield is 0.380. (2) The reactants are Br[C:2]1[CH:7]=[CH:6][CH:5]=[CH:4][N:3]=1.[CH2:8]([C:12]1[S:13][C:14]2[CH:20]=[CH:19][C:18]([F:21])=[CH:17][C:15]=2[N:16]=1)[CH2:9][C:10]#[CH:11]. No catalyst specified. The product is [F:21][C:18]1[CH:19]=[CH:20][C:14]2[S:13][C:12]([CH2:8][CH2:9][C:10]#[C:11][C:2]3[CH:7]=[CH:6][CH:5]=[CH:4][N:3]=3)=[N:16][C:15]=2[CH:17]=1. The yield is 0.100. (3) The reactants are [C:1]([O:4][CH2:5][CH2:6][CH2:7][N:8]1[C:13](=[O:14])[C:12]([N+:15]([O-:17])=[O:16])=[C:11]([CH3:18])[N:10]([CH3:19])[C:9]1=[O:20])(=[O:3])[CH3:2].[Cl:21][C:22]1[CH:23]=[C:24]([CH:27]=[CH:28][CH:29]=1)[CH:25]=O.C([O-])(=O)C.[Na+]. The catalyst is CC(O)=O.CC(=O)OCC.O. The product is [C:1]([O:4][CH2:5][CH2:6][CH2:7][N:8]1[C:13](=[O:14])[C:12]([N+:15]([O-:17])=[O:16])=[C:11](/[CH:18]=[CH:25]/[C:24]2[CH:27]=[CH:28][CH:29]=[C:22]([Cl:21])[CH:23]=2)[N:10]([CH3:19])[C:9]1=[O:20])(=[O:3])[CH3:2]. The yield is 0.164. (4) The reactants are Cl[C:2]1[C:11]2[C:6](=[CH:7][CH:8]=[CH:9][N:10]=2)[N:5]=[CH:4][CH:3]=1.[Cl:12][C:13]1[C:18]([NH:19][S:20]([C:23]2[CH:28]=[CH:27][C:26]([F:29])=[CH:25][CH:24]=2)(=[O:22])=[O:21])=[CH:17][C:16](B2OC(C)(C)C(C)(C)O2)=[CH:15][N:14]=1.C(=O)([O-])[O-].[Na+].[Na+].O1CCOCC1. The catalyst is O.C1C=CC([P]([Pd]([P](C2C=CC=CC=2)(C2C=CC=CC=2)C2C=CC=CC=2)([P](C2C=CC=CC=2)(C2C=CC=CC=2)C2C=CC=CC=2)[P](C2C=CC=CC=2)(C2C=CC=CC=2)C2C=CC=CC=2)(C2C=CC=CC=2)C2C=CC=CC=2)=CC=1. The product is [Cl:12][C:13]1[C:18]([NH:19][S:20]([C:23]2[CH:28]=[CH:27][C:26]([F:29])=[CH:25][CH:24]=2)(=[O:22])=[O:21])=[CH:17][C:16]([C:2]2[C:11]3[C:6](=[CH:7][CH:8]=[CH:9][N:10]=3)[N:5]=[CH:4][CH:3]=2)=[CH:15][N:14]=1. The yield is 0.460. (5) The product is [OH:35][CH2:34][CH2:36][NH:37][C:3]([C:5]1[N:10]=[C:9]([N:11]2[CH2:15][CH2:14][CH2:13][CH:12]2[C:16]2[O:20][N:19]=[C:18]([C:21]3[CH:26]=[CH:25][CH:24]=[CH:23][N:22]=3)[CH:17]=2)[N:8]=[C:7]([NH:27][C:28]2[CH:32]=[C:31]([CH3:33])[NH:30][N:29]=2)[CH:6]=1)=[O:4]. The catalyst is CO. The reactants are CO[C:3]([C:5]1[N:10]=[C:9]([N:11]2[CH2:15][CH2:14][CH2:13][CH:12]2[C:16]2[O:20][N:19]=[C:18]([C:21]3[CH:26]=[CH:25][CH:24]=[CH:23][N:22]=3)[CH:17]=2)[N:8]=[C:7]([NH:27][C:28]2[CH:32]=[C:31]([CH3:33])[NH:30][N:29]=2)[CH:6]=1)=[O:4].[CH2:34]([CH2:36][NH2:37])[OH:35]. The yield is 0.570. (6) The reactants are [Cl:1][C:2]1[C:3]([O:13]C)=[CH:4][CH:5]=[C:6]2[C:11]=1[C:10](=[O:12])[NH:9][CH2:8][CH2:7]2.B(Br)(Br)Br.O. The catalyst is C(Cl)Cl. The product is [Cl:1][C:2]1[C:3]([OH:13])=[CH:4][CH:5]=[C:6]2[C:11]=1[C:10](=[O:12])[NH:9][CH2:8][CH2:7]2. The yield is 0.910. (7) The reactants are [CH3:1][NH2:2].[CH3:3][C:4]1[C:12]2[C:7](=[CH:8][CH:9]=[CH:10][CH:11]=2)[NH:6][C:5]=1[CH:13]=O.[BH4-].[Na+].O. The catalyst is CO. The product is [CH3:3][C:4]1[C:12]2[C:7](=[CH:8][CH:9]=[CH:10][CH:11]=2)[NH:6][C:5]=1[CH2:13][NH:2][CH3:1]. The yield is 0.710.